Dataset: Catalyst prediction with 721,799 reactions and 888 catalyst types from USPTO. Task: Predict which catalyst facilitates the given reaction. (1) Reactant: [OH-:1].[K+].[CH3:3][C:4]1([C:9]#N)[CH2:7][C:6](=[CH2:8])[CH2:5]1.[OH2:11]. Product: [CH3:3][C:4]1([C:9]([OH:11])=[O:1])[CH2:7][C:6](=[CH2:8])[CH2:5]1. The catalyst class is: 14. (2) Reactant: CS(O[CH:6]([CH:8]1[CH2:13][CH2:12][O:11][CH2:10][CH2:9]1)[CH3:7])(=O)=O.[N-:14]=[N+:15]=[N-:16].[Na+]. Product: [N:14]([CH:6]([CH:8]1[CH2:13][CH2:12][O:11][CH2:10][CH2:9]1)[CH3:7])=[N+:15]=[N-:16]. The catalyst class is: 18. (3) Reactant: C1(S([N:10]2[C:18]3[C:13](=[CH:14][CH:15]=[CH:16][CH:17]=3)[CH:12]=[C:11]2C(OCC)=O)(=O)=O)C=CC=CC=1.[Br:24]Br.O. Product: [Br:24][C:11]1[NH:10][C:18]2[C:13]([CH:12]=1)=[CH:14][CH:15]=[CH:16][CH:17]=2. The catalyst class is: 3. (4) Reactant: [H-].[Na+].[Cl:3][C:4]1[CH:5]=[N:6][CH:7]=[C:8]([Cl:25])[C:9]=1[NH:10][C:11]1[C:20]2[C:15](=[C:16]([OH:23])[C:17]([O:21][CH3:22])=[CH:18][CH:19]=2)[O:14][C:13](=[O:24])[CH:12]=1.[Br:26][CH2:27][CH2:28][CH2:29][CH2:30]Br.OP([O-])(O)=O.[K+]. The catalyst class is: 16. Product: [Br:26][CH2:27][CH2:28][CH2:29][CH2:30][O:23][C:16]1[C:17]([O:21][CH3:22])=[CH:18][CH:19]=[C:20]2[C:15]=1[O:14][C:13](=[O:24])[CH:12]=[C:11]2[NH:10][C:9]1[C:8]([Cl:25])=[CH:7][N:6]=[CH:5][C:4]=1[Cl:3].